This data is from Catalyst prediction with 721,799 reactions and 888 catalyst types from USPTO. The task is: Predict which catalyst facilitates the given reaction. (1) Reactant: [OH:1][CH:2]1[CH2:7][CH2:6][CH:5]([NH:8][C:9](=[O:19])[CH2:10]P(=O)(OCC)OCC)[CH2:4][CH2:3]1.[Li+].CC([N-]C(C)C)C.[CH:28]([S:31][C:32]1[CH:39]=[CH:38][CH:37]=[CH:36][C:33]=1[CH:34]=O)([CH3:30])[CH3:29].O. Product: [OH:1][CH:2]1[CH2:3][CH2:4][CH:5]([NH:8][C:9](=[O:19])/[CH:10]=[CH:34]/[C:33]2[CH:36]=[CH:37][CH:38]=[CH:39][C:32]=2[S:31][CH:28]([CH3:30])[CH3:29])[CH2:6][CH2:7]1. The catalyst class is: 1. (2) Reactant: [CH3:1][CH:2]([CH3:20])[CH2:3][CH:4]([S:8][C:9]1[NH:13][C:12]([C:14]2[CH:19]=[CH:18][CH:17]=[CH:16][CH:15]=2)=[N:11][N:10]=1)[C:5]([OH:7])=O.Cl.[NH2:22][CH2:23][C:24]#[N:25].CN(C(ON1N=NC2C=CC=NC1=2)=[N+](C)C)C.F[P-](F)(F)(F)(F)F.C(N(CC)CC)C. Product: [C:23]([CH2:24][NH:25][C:5](=[O:7])[CH:4]([S:8][C:9]1[NH:13][C:12]([C:14]2[CH:19]=[CH:18][CH:17]=[CH:16][CH:15]=2)=[N:11][N:10]=1)[CH2:3][CH:2]([CH3:1])[CH3:20])#[N:22]. The catalyst class is: 248. (3) Reactant: Br[CH2:2][CH2:3][CH2:4][CH2:5][CH2:6][CH2:7][CH2:8][OH:9].[CH3:10][O-:11].[Na+]. Product: [CH3:10][O:11][CH2:2][CH2:3][CH2:4][CH2:5][CH2:6][CH2:7][CH2:8][OH:9]. The catalyst class is: 5. (4) Reactant: [Cl:1][C:2]1[CH:21]=[CH:20][C:5]([CH2:6][C:7]2[C:8]([CH3:19])=[C:9]([CH3:18])[C:10]([OH:17])=[C:11]([CH:16]=2)[C:12]([O:14][CH3:15])=[O:13])=[CH:4][CH:3]=1.[H-].[Na+].C1C=CC(N([S:31]([C:34]([F:37])([F:36])[F:35])(=[O:33])=[O:32])[S:31]([C:34]([F:37])([F:36])[F:35])(=[O:33])=[O:32])=CC=1.Cl. Product: [Cl:1][C:2]1[CH:21]=[CH:20][C:5]([CH2:6][C:7]2[C:8]([CH3:19])=[C:9]([CH3:18])[C:10]([O:17][S:31]([C:34]([F:37])([F:36])[F:35])(=[O:33])=[O:32])=[C:11]([CH:16]=2)[C:12]([O:14][CH3:15])=[O:13])=[CH:4][CH:3]=1. The catalyst class is: 3. (5) Reactant: [CH2:1]([O:8][C@H:9]1[CH2:13][N:12](C(OC(C)(C)C)=O)[C@H:11]([CH2:21][O:22][C:23]2[CH:32]=[CH:31][C:26]([C:27]([O:29][CH3:30])=[O:28])=[CH:25][C:24]=2[N+:33]([O-:35])=[O:34])[CH2:10]1)[C:2]1[CH:7]=[CH:6][CH:5]=[CH:4][CH:3]=1.C(O)(C(F)(F)F)=O. The catalyst class is: 2. Product: [CH2:1]([O:8][C@H:9]1[CH2:13][NH:12][C@H:11]([CH2:21][O:22][C:23]2[CH:32]=[CH:31][C:26]([C:27]([O:29][CH3:30])=[O:28])=[CH:25][C:24]=2[N+:33]([O-:35])=[O:34])[CH2:10]1)[C:2]1[CH:7]=[CH:6][CH:5]=[CH:4][CH:3]=1. (6) Product: [CH3:1][O:2][C:3](=[O:22])[C:4]1[CH:9]=[C:8]([NH:28][C:27]2[CH:29]=[CH:30][C:24]([Cl:23])=[CH:25][CH:26]=2)[CH:7]=[CH:6][C:5]=1[C:11](=[O:21])[C:12]1[CH:17]=[CH:16][C:15]([N+:18]([O-:20])=[O:19])=[CH:14][CH:13]=1. The catalyst class is: 187. Reactant: [CH3:1][O:2][C:3](=[O:22])[C:4]1[CH:9]=[C:8](Br)[CH:7]=[CH:6][C:5]=1[C:11](=[O:21])[C:12]1[CH:17]=[CH:16][C:15]([N+:18]([O-:20])=[O:19])=[CH:14][CH:13]=1.[Cl:23][C:24]1[CH:30]=[CH:29][C:27]([NH2:28])=[CH:26][CH:25]=1.C1C=CC(P(C2C(C3C(P(C4C=CC=CC=4)C4C=CC=CC=4)=CC=C4C=3C=CC=C4)=C3C(C=CC=C3)=CC=2)C2C=CC=CC=2)=CC=1.C([O-])([O-])=O.[Cs+].[Cs+]. (7) Reactant: [OH:1][CH2:2][C:3]1[N:8]=[C:7]([O:9][C:10]2[CH:22]=[CH:21][C:13]([CH2:14][C@H:15]3[CH2:19][O:18][C:17](=[O:20])[NH:16]3)=[CH:12][CH:11]=2)[CH:6]=[CH:5][CH:4]=1.[Cl:23][C:24]1[CH:25]=[C:26]([CH:30]=[CH:31][CH:32]=1)[C@H:27]1[O:29][CH2:28]1.[C:33](=[O:36])([O-])[O-:34].[K+].[K+]. Product: [Cl:23][C:24]1[CH:25]=[C:26]([C@@H:27]([OH:29])[CH2:28][N:16]2[C@@H:15]([CH2:14][C:13]3[CH:12]=[CH:11][C:10]([O:9][C:7]4[CH:6]=[CH:5][CH:4]=[C:3]([CH2:2][OH:1])[N:8]=4)=[CH:22][CH:21]=3)[CH2:19][O:18][C:17]2=[O:20])[CH:30]=[CH:31][CH:32]=1.[Cl:23][C:24]1[CH:25]=[C:26]([C@H:27]2[O:34][C:33](=[O:36])[N:16]([C@@H:15]([CH2:14][C:13]3[CH:21]=[CH:22][C:10]([O:9][C:7]4[CH:6]=[CH:5][CH:4]=[C:3]([CH2:2][OH:1])[N:8]=4)=[CH:11][CH:12]=3)[CH2:19][OH:18])[CH2:17]2)[CH:30]=[CH:31][CH:32]=1. The catalyst class is: 42.